Predict the reactants needed to synthesize the given product. From a dataset of Full USPTO retrosynthesis dataset with 1.9M reactions from patents (1976-2016). (1) Given the product [C:12]([C:5]1[CH:4]=[CH:3][C:2]([CH2:22][CH2:23][C:24]([O:26][CH2:27][CH3:28])=[O:25])=[C:10]2[C:6]=1[CH:7]=[CH:8][N:9]2[CH3:11])#[N:13], predict the reactants needed to synthesize it. The reactants are: Br[C:2]1[C:10]2[N:9]([CH3:11])[CH:8]=[CH:7][C:6]=2[C:5]([C:12]#[N:13])=[CH:4][CH:3]=1.C([O-])([O-])=O.[Cs+].[Cs+].Br[Zn][CH2:22][CH2:23][C:24]([O:26][CH2:27][CH3:28])=[O:25].O. (2) Given the product [CH2:39]([C@@H:35]1[CH2:34][NH:33][CH2:38][CH2:37][N:36]1[C:23]([C:16]1[C:17]2[C:22](=[CH:21][CH:20]=[CH:19][CH:18]=2)[N:14]([CH2:13][C:3]2[N:4]=[C:5]([C:7]3[CH:12]=[CH:11][CH:10]=[CH:9][CH:8]=3)[O:6][C:2]=2[CH3:1])[N:15]=1)=[O:25])[C:40]1[CH:45]=[CH:44][CH:43]=[CH:42][CH:41]=1, predict the reactants needed to synthesize it. The reactants are: [CH3:1][C:2]1[O:6][C:5]([C:7]2[CH:12]=[CH:11][CH:10]=[CH:9][CH:8]=2)=[N:4][C:3]=1[CH2:13][N:14]1[C:22]2[C:17](=[CH:18][CH:19]=[CH:20][CH:21]=2)[C:16]([C:23]([OH:25])=O)=[N:15]1.C(OC([N:33]1[CH2:38][CH2:37][NH:36][C@H:35]([CH2:39][C:40]2[CH:45]=[CH:44][CH:43]=[CH:42][CH:41]=2)[CH2:34]1)=O)(C)(C)C. (3) The reactants are: [Cl:1][C:2]1[CH:3]=[CH:4][C:5]([CH:12]=[CH2:13])=[C:6]([NH:8][C:9](=[O:11])[CH3:10])[CH:7]=1.Br[CH2:15][C:16]1[C:17](Cl)=[N:18][C:19]([Cl:23])=[C:20]([F:22])[CH:21]=1.C(N1C2C=CC=CC=2C=CC2N=C(Cl)C(F)=CC=2C1)(=O)C. Given the product [C:9]([N:8]1[C:6]2[CH:7]=[C:2]([Cl:1])[CH:3]=[CH:4][C:5]=2[CH:12]=[CH:13][C:17]2[N:18]=[C:19]([Cl:23])[C:20]([F:22])=[CH:21][C:16]=2[CH2:15]1)(=[O:11])[CH3:10], predict the reactants needed to synthesize it. (4) Given the product [C:22]([O:21][C:19]([NH:18][C:16]1[S:17][C:13](/[C:5](=[CH:6]/[C:7]2[CH:8]=[CH:9][N:10]=[CH:11][CH:12]=2)/[C:4]([OH:26])=[O:3])=[CH:14][N:15]=1)=[O:20])([CH3:25])([CH3:23])[CH3:24], predict the reactants needed to synthesize it. The reactants are: C([O:3][C:4](=[O:26])/[C:5](/[C:13]1[S:17][C:16]([NH:18][C:19]([O:21][C:22]([CH3:25])([CH3:24])[CH3:23])=[O:20])=[N:15][CH:14]=1)=[CH:6]\[C:7]1[CH:12]=[CH:11][N:10]=[CH:9][CH:8]=1)C.O.[OH-].[Li+]. (5) Given the product [CH3:34][C:33]1[N:52]=[C:50]([NH:49][C:46](=[O:48])[CH3:47])[S:51][C:32]=1[C:30]1[CH:29]=[CH:28][N:27]=[C:26]([N:20]2[CH2:25][CH2:24][O:23][CH2:22][CH2:21]2)[CH:31]=1, predict the reactants needed to synthesize it. The reactants are: CC1N=C(NC2C=NC=CN=2)SC=1C1C=CN=CC=1.[N:20]1([C:26]2[CH:31]=[C:30]([CH2:32][C:33](=O)[CH3:34])[CH:29]=[CH:28][N:27]=2)[CH2:25][CH2:24][O:23][CH2:22][CH2:21]1.N1C=CN=CC=1NC(N)=S.[C:46]([NH:49][C:50]([NH2:52])=[S:51])(=[O:48])[CH3:47]. (6) Given the product [Cl:1][C:2]1[CH:7]=[C:8]([F:10])[CH:5]=[CH:4][C:3]=1[C:12]([N:14]1[CH2:19][CH2:18][N:17]([C:20]2[CH:25]=[CH:24][CH:23]=[CH:22][C:21]=2[CH:26]([CH3:28])[CH3:27])[C:16](=[O:29])[CH2:15]1)=[O:13], predict the reactants needed to synthesize it. The reactants are: [Cl:1][C:2]1[C:7]([C:8](F)([F:10])F)=C[CH:5]=[CH:4][C:3]=1[C:12]([N:14]1[CH2:19][CH2:18][N:17]([C:20]2[CH:25]=[CH:24][CH:23]=[CH:22][C:21]=2[CH:26]([CH3:28])[CH3:27])[C:16](=[O:29])[CH2:15]1)=[O:13].ClC1C=C(F)C=CC=1C(O)=O.